From a dataset of Forward reaction prediction with 1.9M reactions from USPTO patents (1976-2016). Predict the product of the given reaction. Given the reactants [Cl:1][C:2]1[N:7]=[CH:6][C:5]2[CH:8]=[CH:9][NH:10][C:4]=2[CH:3]=1.[H-].[Na+].Cl[CH2:14][C:15]1[C:16]([N:21]([CH3:26])[S:22]([CH3:25])(=[O:24])=[O:23])=[N:17][CH:18]=[CH:19][CH:20]=1, predict the reaction product. The product is: [Cl:1][C:2]1[N:7]=[CH:6][C:5]2[CH:8]=[CH:9][N:10]([CH2:14][C:15]3[C:16]([N:21]([CH3:26])[S:22]([CH3:25])(=[O:24])=[O:23])=[N:17][CH:18]=[CH:19][CH:20]=3)[C:4]=2[CH:3]=1.